Dataset: Reaction yield outcomes from USPTO patents with 853,638 reactions. Task: Predict the reaction yield, written as a fraction of the theoretical maximum amount of product (1.0 means a 100% yield; for example, 0.34 means a 34% yield). (1) The reactants are [NH2:1][CH:2]1[C:8]2[CH:9]=[CH:10][CH:11]=[CH:12][C:7]=2[CH2:6][CH2:5][N:4]([CH3:13])[C:3]1=[O:14].[C:15]1([CH3:42])[CH:20]=[CH:19][C:18]([C:21]([C@@:23]([C:39]([OH:41])=[O:40])([OH:38])[C@@:24]([C:29]([C:31]2[CH:36]=[CH:35][C:34]([CH3:37])=[CH:33][CH:32]=2)=[O:30])([OH:28])[C:25]([OH:27])=[O:26])=[O:22])=[CH:17][CH:16]=1. The catalyst is CO. The product is [C:15]1([CH3:42])[CH:20]=[CH:19][C:18]([C:21]([C@@:23]([C:39]([OH:41])=[O:40])([OH:38])[C@@:24]([C:29]([C:31]2[CH:32]=[CH:33][C:34]([CH3:37])=[CH:35][CH:36]=2)=[O:30])([OH:28])[C:25]([OH:27])=[O:26])=[O:22])=[CH:17][CH:16]=1.[NH2:1][C@H:2]1[C:8]2[CH:9]=[CH:10][CH:11]=[CH:12][C:7]=2[CH2:6][CH2:5][N:4]([CH3:13])[C:3]1=[O:14]. The yield is 0.960. (2) The reactants are [NH2:1][C:2]1[CH:7]=[CH:6][CH:5]=[CH:4][C:3]=1[NH:8][C:9]1[C:10]([CH3:19])=[C:11]([CH:16]=[CH:17][CH:18]=1)[C:12]([O:14][CH3:15])=[O:13].[C:20](Cl)(=O)[CH2:21][CH3:22]. The catalyst is CN(C)C(=O)C.C(=O)(O)[O-].[Na+]. The product is [CH2:21]([C:22]1[N:8]([C:9]2[C:10]([CH3:19])=[C:11]([CH:16]=[CH:17][CH:18]=2)[C:12]([O:14][CH3:15])=[O:13])[C:3]2[CH:4]=[CH:5][CH:6]=[CH:7][C:2]=2[N:1]=1)[CH3:20]. The yield is 0.940. (3) The reactants are [N+:1]([C:4]1[CH:14]=[CH:13][CH:12]=[CH:11][C:5]=1[C:6]([O:8][CH2:9][CH3:10])=[O:7])([O-])=[O:2].[Cl-].[NH4+].C1COCC1.C(Cl)Cl. The catalyst is O.[Zn]. The product is [OH:2][NH:1][C:4]1[CH:14]=[CH:13][CH:12]=[CH:11][C:5]=1[C:6]([O:8][CH2:9][CH3:10])=[O:7]. The yield is 0.500. (4) The reactants are [Cl:1][C:2]1[CH:3]=[C:4]([SH:9])[CH:5]=[CH:6][C:7]=1[Cl:8].Br[CH2:11][CH2:12][CH2:13][N:14]1[C:22](=[O:23])[C:21]2[C:16](=[CH:17][CH:18]=[CH:19][CH:20]=2)[C:15]1=[O:24].C([O-])([O-])=O.[Cs+].[Cs+].O. The catalyst is CN(C=O)C. The product is [Cl:1][C:2]1[CH:3]=[C:4]([S:9][CH2:11][CH2:12][CH2:13][N:14]2[C:22](=[O:23])[C:21]3[C:16](=[CH:17][CH:18]=[CH:19][CH:20]=3)[C:15]2=[O:24])[CH:5]=[CH:6][C:7]=1[Cl:8]. The yield is 0.743.